Dataset: Full USPTO retrosynthesis dataset with 1.9M reactions from patents (1976-2016). Task: Predict the reactants needed to synthesize the given product. (1) Given the product [F:12][C:9]([F:10])([F:11])[C:7]1[CH:6]=[CH:5][C:4]2[S:13][C:17]([C:16]([O:15][CH3:14])=[O:21])=[N:2][C:3]=2[CH:8]=1, predict the reactants needed to synthesize it. The reactants are: Cl.[NH2:2][C:3]1[CH:8]=[C:7]([C:9]([F:12])([F:11])[F:10])[CH:6]=[CH:5][C:4]=1[SH:13].[CH3:14][O:15][C:16](OC)([O:21]C)[C:17](OC)=O. (2) Given the product [CH2:15]([O:17][C:18]([CH:20]1[CH2:25][CH2:24][N:23]([C:26](=[O:49])[C:27]2[CH:32]=[CH:31][CH:30]=[C:29]([C@@H:33]([N:41]3[CH2:46][C@@H:45]([CH3:47])[N:44]([CH2:54][C:53]4[CH:56]=[CH:57][CH:58]=[C:51]([F:50])[CH:52]=4)[CH2:43][C@@H:42]3[CH3:48])[C:34]3[CH:39]=[CH:38][CH:37]=[C:36]([OH:40])[CH:35]=3)[CH:28]=2)[CH2:22][CH2:21]1)=[O:19])[CH3:16], predict the reactants needed to synthesize it. The reactants are: C(O[BH-](OC(=O)C)OC(=O)C)(=O)C.[Na+].[CH2:15]([O:17][C:18]([CH:20]1[CH2:25][CH2:24][N:23]([C:26](=[O:49])[C:27]2[CH:32]=[CH:31][CH:30]=[C:29]([C@@H:33]([N:41]3[CH2:46][C@@H:45]([CH3:47])[NH:44][CH2:43][C@@H:42]3[CH3:48])[C:34]3[CH:39]=[CH:38][CH:37]=[C:36]([OH:40])[CH:35]=3)[CH:28]=2)[CH2:22][CH2:21]1)=[O:19])[CH3:16].[F:50][C:51]1[CH:52]=[C:53]([CH:56]=[CH:57][CH:58]=1)[CH:54]=O.C(O)(=O)C. (3) The reactants are: [H-].[Na+].[CH2:3]([O:5][C:6](=[O:21])[CH:7]([O:18][CH2:19][CH3:20])[CH2:8][C:9]1[CH:17]=[CH:16][CH:15]=[C:14]2[C:10]=1[CH:11]=[CH:12][NH:13]2)[CH3:4].Cl[CH2:23][C:24]1[N:25]=[C:26]([C:30]2[CH:35]=[C:34]([O:36][CH3:37])[CH:33]=[C:32]([O:38][CH3:39])[CH:31]=2)[O:27][C:28]=1[CH3:29]. Given the product [CH2:3]([O:5][C:6](=[O:21])[CH:7]([O:18][CH2:19][CH3:20])[CH2:8][C:9]1[CH:17]=[CH:16][CH:15]=[C:14]2[C:10]=1[CH:11]=[CH:12][N:13]2[CH2:23][C:24]1[N:25]=[C:26]([C:30]2[CH:35]=[C:34]([O:36][CH3:37])[CH:33]=[C:32]([O:38][CH3:39])[CH:31]=2)[O:27][C:28]=1[CH3:29])[CH3:4], predict the reactants needed to synthesize it. (4) Given the product [CH2:1]([N:3]1[CH2:8][CH2:7][N:6]([C:10]2[N:15]=[CH:14][C:13]([C:16]3[CH:21]=[CH:20][CH:19]=[C:18]([CH3:22])[N:17]=3)=[CH:12][CH:11]=2)[CH2:5][CH2:4]1)[CH3:2], predict the reactants needed to synthesize it. The reactants are: [CH2:1]([N:3]1[CH2:8][CH2:7][NH:6][CH2:5][CH2:4]1)[CH3:2].Cl[C:10]1[N:15]=[CH:14][C:13]([C:16]2[CH:21]=[CH:20][CH:19]=[C:18]([CH3:22])[N:17]=2)=[CH:12][CH:11]=1. (5) Given the product [CH:22]1([C:28]2[CH:33]=[CH:32][C:31]([O:1][CH2:2][C:3]3[N:8]=[CH:7][C:6]([N:9]4[CH2:14][CH2:13][N:12]([C:15]([O:17][C:18]([CH3:21])([CH3:20])[CH3:19])=[O:16])[CH2:11][CH2:10]4)=[CH:5][CH:4]=3)=[CH:30][C:29]=2[C:35]([F:36])([F:37])[F:38])[CH2:23][CH2:24][CH2:25][CH2:26][CH2:27]1, predict the reactants needed to synthesize it. The reactants are: [OH:1][CH2:2][C:3]1[N:8]=[CH:7][C:6]([N:9]2[CH2:14][CH2:13][N:12]([C:15]([O:17][C:18]([CH3:21])([CH3:20])[CH3:19])=[O:16])[CH2:11][CH2:10]2)=[CH:5][CH:4]=1.[CH:22]1([C:28]2[CH:33]=[CH:32][C:31](O)=[CH:30][C:29]=2[C:35]([F:38])([F:37])[F:36])[CH2:27][CH2:26][CH2:25][CH2:24][CH2:23]1.N(C(N1CCCCC1)=O)=NC(N1CCCCC1)=O.C1C=CC(P(C2C=CC=CC=2)C2C=CC=CC=2)=CC=1. (6) Given the product [CH:28]1([CH:27]=[C:26]([C:11]2[NH:10][C:14]3=[N:15][CH:16]=[C:17]([CH:19]4[CH2:23][O:22][C:21]([CH3:24])([CH3:25])[O:20]4)[CH:18]=[C:13]3[CH:12]=2)[C:33]2[CH:38]=[CH:37][C:36]([S:39]([CH3:42])(=[O:41])=[O:40])=[CH:35][CH:34]=2)[CH2:32][CH2:31][CH2:30][CH2:29]1, predict the reactants needed to synthesize it. The reactants are: C1(S([N:10]2[C:14]3=[N:15][CH:16]=[C:17]([CH:19]4[CH2:23][O:22][C:21]([CH3:25])([CH3:24])[O:20]4)[CH:18]=[C:13]3[CH:12]=[C:11]2[C:26]([C:33]2[CH:38]=[CH:37][C:36]([S:39]([CH3:42])(=[O:41])=[O:40])=[CH:35][CH:34]=2)=[CH:27][CH:28]2[CH2:32][CH2:31][CH2:30][CH2:29]2)(=O)=O)C=CC=CC=1.C(O)C.[OH-].[Na+].Cl.